From a dataset of Full USPTO retrosynthesis dataset with 1.9M reactions from patents (1976-2016). Predict the reactants needed to synthesize the given product. (1) The reactants are: C(=O)([O-])[O-].[Na+].[Na+].[C:7]([C:9]1[CH:14]=[CH:13][C:12]([F:15])=[CH:11][C:10]=1B1OC(C)(C)C(C)(C)O1)#[N:8].[Cl:25][C:26]1[C:31]([C:32]2[CH:37]=[CH:36][N:35]=[C:34]([CH3:38])[CH:33]=2)=[CH:30][N:29]=[C:28]([N:39]2[CH2:44][C@H:43]([CH3:45])[O:42][C@H:41]([CH3:46])[CH2:40]2)[N:27]=1.Cl. Given the product [ClH:25].[CH3:45][C@H:43]1[O:42][C@@H:41]([CH3:46])[CH2:40][N:39]([C:28]2[N:29]=[C:30]([C:10]3[CH:11]=[C:12]([F:15])[CH:13]=[CH:14][C:9]=3[C:7]#[N:8])[C:31]([C:32]3[CH:37]=[CH:36][N:35]=[C:34]([CH3:38])[CH:33]=3)=[CH:26][N:27]=2)[CH2:44]1, predict the reactants needed to synthesize it. (2) Given the product [F:28][C:15]1[C:14]([C:12]([C:11]2[C:5]3[C:6](=[N:7][CH:8]=[C:3]([C:1]4[N:29]=[N:30][NH:31][N:2]=4)[CH:4]=3)[NH:9][CH:10]=2)=[O:13])=[C:19]([F:20])[CH:18]=[CH:17][C:16]=1[NH:21][S:22]([CH2:25][CH2:26][CH3:27])(=[O:23])=[O:24], predict the reactants needed to synthesize it. The reactants are: [C:1]([C:3]1[CH:4]=[C:5]2[C:11]([C:12]([C:14]3[C:15]([F:28])=[C:16]([NH:21][S:22]([CH2:25][CH2:26][CH3:27])(=[O:24])=[O:23])[CH:17]=[CH:18][C:19]=3[F:20])=[O:13])=[CH:10][NH:9][C:6]2=[N:7][CH:8]=1)#[N:2].[N:29]([Si](C)(C)C)=[N+:30]=[N-:31].C([Sn](CCCC)=O)CCC. (3) The reactants are: [CH3:1][O:2][C:3](=[O:18])[C:4]1[CH:9]=[CH:8][C:7]([NH:10][CH2:11][CH2:12][O:13][CH3:14])=[C:6]([N+:15]([O-])=O)[CH:5]=1. Given the product [CH3:1][O:2][C:3](=[O:18])[C:4]1[CH:9]=[CH:8][C:7]([NH:10][CH2:11][CH2:12][O:13][CH3:14])=[C:6]([NH2:15])[CH:5]=1, predict the reactants needed to synthesize it. (4) Given the product [CH3:1][N:2]([CH3:8])[C:3](=[O:7])[C@H:4]([CH3:6])[NH:5][C:17]1[CH2:21][S:20][C:19](=[O:22])[N:18]=1, predict the reactants needed to synthesize it. The reactants are: [CH3:1][N:2]([CH3:8])[C:3](=[O:7])[C@H:4]([CH3:6])[NH2:5].C(N(CC)CC)C.S=[C:17]1[CH2:21][S:20][C:19](=[O:22])[NH:18]1. (5) Given the product [F:30][C:29]([F:32])([F:31])[C:27]([NH:1][C:2]1[CH:3]=[CH:4][C:5]([C:8]([OH:17])([C:9]([F:10])([F:11])[F:12])[C:13]([F:14])([F:15])[F:16])=[CH:6][CH:7]=1)=[O:28], predict the reactants needed to synthesize it. The reactants are: [NH2:1][C:2]1[CH:7]=[CH:6][C:5]([C:8]([OH:17])([C:13]([F:16])([F:15])[F:14])[C:9]([F:12])([F:11])[F:10])=[CH:4][CH:3]=1.CCN(C(C)C)C(C)C.[C:27](O[C:27]([C:29]([F:32])([F:31])[F:30])=[O:28])([C:29]([F:32])([F:31])[F:30])=[O:28].[NH4+].[Cl-].